The task is: Predict the reaction yield, written as a fraction of the theoretical maximum amount of product (1.0 means a 100% yield; for example, 0.34 means a 34% yield).. This data is from Reaction yield outcomes from USPTO patents with 853,638 reactions. (1) The reactants are C(O[CH:9]([O:16][NH:17][C@H:18]1[CH2:23][N:22]([C:24]([O:26][C:27]([CH3:30])([CH3:29])[CH3:28])=[O:25])[C@H:21]([C:31]([OH:33])=[O:32])[CH2:20][CH2:19]1)[C:10]1[CH:15]=[CH:14][CH:13]=[CH:12][CH:11]=1)C1C=CC=CC=1.[N:34]1[C:43]2[C:38](=[CH:39][CH:40]=[CH:41][C:42]=2O)[CH:37]=[CH:36][CH:35]=1.Cl.C(N=C=NCCCN(C)C)C. The catalyst is ClCCl.CN(C)C1C=CN=CC=1.C(OCC)(=O)C. The product is [CH2:9]([O:16][NH:17][C@H:18]1[CH2:23][N:22]([C:24]([O:26][C:27]([CH3:30])([CH3:29])[CH3:28])=[O:25])[C@H:21]([C:31]([O:33][C:42]2[CH:41]=[CH:40][CH:39]=[C:38]3[C:43]=2[N:34]=[CH:35][CH:36]=[CH:37]3)=[O:32])[CH2:20][CH2:19]1)[C:10]1[CH:11]=[CH:12][CH:13]=[CH:14][CH:15]=1. The yield is 0.690. (2) The reactants are [Cl:1][C:2]1[C:3]([O:12][C:13]2[CH:18]=[C:17]([O:19][CH:20]([CH3:22])[CH3:21])[CH:16]=[CH:15][C:14]=2/[CH:23]=[C:24](\[CH3:28])/[C:25]([OH:27])=O)=[N:4][CH:5]=[C:6]([C:8]([F:11])([F:10])[F:9])[CH:7]=1.Cl.C(N=C=NCCCN(C)C)C.[O:41]1[CH2:45][CH2:44][CH2:43][CH:42]1[CH2:46][NH:47][S:48]([NH2:51])(=[O:50])=[O:49].Cl. The catalyst is C(#N)C.CN(C)C1C=CN=CC=1.C(OCC)(=O)C. The product is [Cl:1][C:2]1[C:3]([O:12][C:13]2[CH:18]=[C:17]([O:19][CH:20]([CH3:22])[CH3:21])[CH:16]=[CH:15][C:14]=2/[CH:23]=[C:24](\[CH3:28])/[C:25]([NH:51][S:48]([NH:47][CH2:46][CH:42]2[CH2:43][CH2:44][CH2:45][O:41]2)(=[O:49])=[O:50])=[O:27])=[N:4][CH:5]=[C:6]([C:8]([F:11])([F:10])[F:9])[CH:7]=1. The yield is 0.390.